From a dataset of Full USPTO retrosynthesis dataset with 1.9M reactions from patents (1976-2016). Predict the reactants needed to synthesize the given product. (1) Given the product [C:1]([O:5][C:6]([NH:7][CH:8]([C:17](=[O:24])[NH:18][CH2:19][CH2:20][CH2:21][CH2:22][CH3:23])[CH2:9][C:10]1[CH:11]=[CH:12][C:13]([NH:16][C:37]2[CH:36]=[CH:35][CH:34]=[CH:33][C:38]=2[C:39]([OH:41])=[O:40])=[CH:14][CH:15]=1)=[O:25])([CH3:2])([CH3:3])[CH3:4], predict the reactants needed to synthesize it. The reactants are: [C:1]([O:5][C:6](=[O:25])[NH:7][CH:8]([C:17](=[O:24])[NH:18][CH2:19][CH2:20][CH2:21][CH2:22][CH3:23])[CH2:9][C:10]1[CH:15]=[CH:14][C:13]([NH2:16])=[CH:12][CH:11]=1)([CH3:4])([CH3:3])[CH3:2].C1C=CC([I+][C:33]2[C:38]([C:39]([O-:41])=[O:40])=[CH:37][CH:36]=[CH:35][CH:34]=2)=CC=1.O. (2) Given the product [C:1]([C:3]1[C:4]([CH3:16])=[C:5]2[C:9](=[CH:10][CH:11]=1)[CH2:8][CH:7]([C:12]([OH:14])=[O:13])[CH2:6]2)#[N:2], predict the reactants needed to synthesize it. The reactants are: [C:1]([C:3]1[C:4]([CH3:16])=[C:5]2[C:9](=[CH:10][CH:11]=1)[CH2:8][CH:7]([C:12]([O:14]C)=[O:13])[CH2:6]2)#[N:2].[OH-].[Na+]. (3) Given the product [CH:45]1([NH:48][C:3]([NH:8][CH2:9][C:10]2[CH:36]=[C:35]([F:37])[CH:34]=[CH:33][C:11]=2[CH2:12][O:13][C:14]2[CH:19]=[C:18]([CH3:20])[N:17]([C:21]3[CH:22]=[C:23]([CH:28]=[CH:29][C:30]=3[CH3:31])[C:24]([O:26][CH3:27])=[O:25])[C:16](=[O:32])[CH:15]=2)=[O:5])[CH2:47][CH2:46]1, predict the reactants needed to synthesize it. The reactants are: FC(F)(F)[C:3]([OH:5])=O.[NH2:8][CH2:9][C:10]1[CH:36]=[C:35]([F:37])[CH:34]=[CH:33][C:11]=1[CH2:12][O:13][C:14]1[CH:19]=[C:18]([CH3:20])[N:17]([C:21]2[CH:22]=[C:23]([CH:28]=[CH:29][C:30]=2[CH3:31])[C:24]([O:26][CH3:27])=[O:25])[C:16](=[O:32])[CH:15]=1.CN1CCOCC1.[CH:45]1([NH2:48])[CH2:47][CH2:46]1. (4) Given the product [NH2:16][C@@H:12]1[CH2:13][CH2:14][CH2:15][N:10]([C:7]2[CH:6]=[C:5]([NH:24][C:25]3[CH:30]=[CH:29][C:28]([C:31]([N:33]4[CH2:38][CH2:37][O:36][CH2:35][CH2:34]4)=[O:32])=[CH:27][CH:26]=3)[C:4]([C:1]([NH2:2])=[O:3])=[CH:9][N:8]=2)[CH2:11]1, predict the reactants needed to synthesize it. The reactants are: [C:1]([C:4]1[C:5]([NH:24][C:25]2[CH:30]=[CH:29][C:28]([C:31]([N:33]3[CH2:38][CH2:37][O:36][CH2:35][CH2:34]3)=[O:32])=[CH:27][CH:26]=2)=[CH:6][C:7]([N:10]2[CH2:15][CH2:14][CH2:13][C@@H:12]([NH:16]C(=O)OC(C)(C)C)[CH2:11]2)=[N:8][CH:9]=1)(=[O:3])[NH2:2].C(O)(C(F)(F)F)=O. (5) Given the product [Cl:14][C:12]1[CH:13]=[C:8]([NH2:7])[C:9]2[N:10]([CH:15]=[CH:16][N:17]=2)[N:11]=1, predict the reactants needed to synthesize it. The reactants are: C(OC(=O)[NH:7][C:8]1[C:9]2[N:10]([CH:15]=[CH:16][N:17]=2)[N:11]=[C:12]([Cl:14])[CH:13]=1)(C)(C)C. (6) Given the product [Cl:22][CH2:21][CH2:20][CH2:19][S:17][C:7]1[N:6]([CH3:5])[C:10]([C:11]2[O:15][CH:14]=[N:13][C:12]=2[CH3:16])=[N:9][N:8]=1, predict the reactants needed to synthesize it. The reactants are: CC[O-].[Na+].[CH3:5][N:6]1[C:10]([C:11]2[O:15][CH:14]=[N:13][C:12]=2[CH3:16])=[N:9][NH:8][C:7]1=[S:17].Br[CH2:19][CH2:20][CH2:21][Cl:22]. (7) Given the product [Cl:1][C:2]1[CH:7]=[CH:6][C:5]([C:8]2[CH:9]=[CH:10][C:11]([N:14]([CH3:28])[CH2:15][CH2:16][CH2:17][C:18]3[CH:19]=[CH:20][C:21]([CH2:24][OH:25])=[CH:22][CH:23]=3)=[N:12][CH:13]=2)=[CH:4][CH:3]=1, predict the reactants needed to synthesize it. The reactants are: [Cl:1][C:2]1[CH:7]=[CH:6][C:5]([C:8]2[CH:9]=[CH:10][C:11]([NH:14][CH2:15][CH2:16][CH2:17][C:18]3[CH:23]=[CH:22][C:21]([CH2:24][OH:25])=[CH:20][CH:19]=3)=[N:12][CH:13]=2)=[CH:4][CH:3]=1.C=O.[C:28]([BH3-])#N.[Na+].